From a dataset of Catalyst prediction with 721,799 reactions and 888 catalyst types from USPTO. Predict which catalyst facilitates the given reaction. (1) Reactant: [CH2:1]([CH2:7][CH2:8][O:9][C:10](=[O:13])[CH:11]=[CH2:12])[CH2:2][CH2:3][CH2:4]CC.[CH:14]([N:16]1[CH2:20][CH2:19][CH2:18][C:17]1=[O:21])=[CH2:15].[CH2:22](OC(=O)C)[CH3:23].C(OOC(=O)CCCCCCCCCCC)(=O)CCCCCCCCCCC. Product: [CH:14]([N:16]1[CH2:20][CH2:19][CH2:18][C:17]1=[O:21])=[CH2:15].[CH2:22]([CH:7]([CH2:1][CH2:2][CH2:3][CH3:4])[CH2:8][O:9][C:10](=[O:13])[CH:11]=[CH2:12])[CH3:23]. The catalyst class is: 7. (2) Product: [CH2:1]([O:3][C:4]([C:6]1[C:7]([NH:18][C:17]2[C:16]([F:15])=[CH:22][CH:21]=[CH:20][C:19]=2[F:23])=[N:8][C:9]([S:12][CH3:13])=[N:10][CH:11]=1)=[O:5])[CH3:2]. Reactant: [CH2:1]([O:3][C:4]([C:6]1[C:7](Cl)=[N:8][C:9]([S:12][CH3:13])=[N:10][CH:11]=1)=[O:5])[CH3:2].[F:15][C:16]1[CH:22]=[CH:21][CH:20]=[C:19]([F:23])[C:17]=1[NH2:18]. The catalyst class is: 10. (3) The catalyst class is: 132. Product: [C:19]([O:14][C:12]([N:3]1[CH2:8][CH2:7][N:6]([C:23]([O:22][C:19]([CH3:21])([CH3:18])[CH3:20])=[O:24])[CH2:5][C@H:4]1[C:9]([OH:11])=[O:10])=[O:15])([CH3:21])([CH3:20])[CH3:18]. Reactant: Cl.Cl.[NH:3]1[CH2:8][CH2:7][NH:6][CH2:5][C@H:4]1[C:9]([OH:11])=[O:10].[C:12](=[O:15])([O-:14])[O-].[Na+].[Na+].[CH3:18][C:19]([O:22][C:23](O[C:23]([O:22][C:19]([CH3:21])([CH3:20])[CH3:18])=[O:24])=[O:24])([CH3:21])[CH3:20]. (4) Reactant: C(OC(=O)[NH:7][C@H:8]([C:10]1[N:14]([C:15]2[CH:16]=[N:17][C:18]([O:21][CH3:22])=[CH:19][CH:20]=2)[C:13]2[CH:23]=[C:24]([F:27])[CH:25]=[CH:26][C:12]=2[N:11]=1)[CH3:9])(C)(C)C. Product: [F:27][C:24]1[CH:25]=[CH:26][C:12]2[N:11]=[C:10]([C@@H:8]([NH2:7])[CH3:9])[N:14]([C:15]3[CH:16]=[N:17][C:18]([O:21][CH3:22])=[CH:19][CH:20]=3)[C:13]=2[CH:23]=1. The catalyst class is: 157. (5) The catalyst class is: 10. Product: [Br:9][CH2:10][CH2:11][CH2:12][N:2]([CH3:1])[C:3]1[CH:8]=[CH:7][CH:6]=[CH:5][CH:4]=1. Reactant: [CH3:1][NH:2][C:3]1[CH:8]=[CH:7][CH:6]=[CH:5][CH:4]=1.[Br:9][CH2:10][CH2:11][CH2:12]Br.C(N(C(C)C)CC)(C)C. (6) Reactant: C([O:5][C:6](=[O:36])[C:7]([CH3:35])([S:9][C:10]1[S:11][CH:12]=[C:13]([CH2:15][CH2:16][NH:17][C:18]2[N:19]=[N:20][C:21]([C:24]3[CH:29]=[CH:28][C:27]([O:30][C:31]([F:34])([F:33])[F:32])=[CH:26][CH:25]=3)=[CH:22][CH:23]=2)[N:14]=1)[CH3:8])(C)(C)C.FC(F)(F)C(O)=O. Product: [CH3:35][C:7]([S:9][C:10]1[S:11][CH:12]=[C:13]([CH2:15][CH2:16][NH:17][C:18]2[N:19]=[N:20][C:21]([C:24]3[CH:25]=[CH:26][C:27]([O:30][C:31]([F:34])([F:32])[F:33])=[CH:28][CH:29]=3)=[CH:22][CH:23]=2)[N:14]=1)([CH3:8])[C:6]([OH:36])=[O:5]. The catalyst class is: 4. (7) Reactant: [CH2:1]([S:5][C:6]1[CH:11]=[CH:10][N+:9]([O-])=[CH:8][CH:7]=1)[CH:2]([CH3:4])[CH3:3].C(OC(=O)C)(=[O:15])C.[OH-].[Na+]. Product: [CH2:1]([S:5][C:6]1[CH:11]=[CH:10][NH:9][C:8](=[O:15])[CH:7]=1)[CH:2]([CH3:4])[CH3:3]. The catalyst class is: 5. (8) Reactant: [CH:1]1([N:4]2[C:12]([CH3:13])=[C:11]3[C:6]([CH:7]=[CH:8][C:9]([N:14]4[CH:19]=[CH:18][C:17]([OH:20])=[CH:16][C:15]4=[O:21])=[CH:10]3)=[N:5]2)[CH2:3][CH2:2]1.Cl[CH2:23][C:24]1[S:25][C:26]([C:29]([F:32])([F:31])[F:30])=[CH:27][CH:28]=1.C(=O)([O-])[O-].[K+].[K+]. Product: [CH:1]1([N:4]2[C:12]([CH3:13])=[C:11]3[C:6]([CH:7]=[CH:8][C:9]([N:14]4[CH:19]=[CH:18][C:17]([O:20][CH2:23][C:24]5[S:25][C:26]([C:29]([F:32])([F:31])[F:30])=[CH:27][CH:28]=5)=[CH:16][C:15]4=[O:21])=[CH:10]3)=[N:5]2)[CH2:2][CH2:3]1. The catalyst class is: 39. (9) Reactant: [Cl:1][C:2]1[S:6][C:5](/[CH:7]=[CH:8]/[S:9]([NH:12][C@H:13]2[CH2:17][CH2:16][N:15]([C:18]3[CH:19]=[C:20]4[C:25](=[CH:26][CH:27]=3)[CH2:24][N:23]([C:28]([O:30][C:31]([CH3:34])([CH3:33])[CH3:32])=[O:29])[CH2:22][CH2:21]4)[C:14]2=[O:35])(=[O:11])=[O:10])=[CH:4][CH:3]=1.[C:36](=O)([O-])[O-].[K+].[K+].IC. Product: [Cl:1][C:2]1[S:6][C:5](/[CH:7]=[CH:8]/[S:9]([N:12]([CH3:36])[C@H:13]2[CH2:17][CH2:16][N:15]([C:18]3[CH:19]=[C:20]4[C:25](=[CH:26][CH:27]=3)[CH2:24][N:23]([C:28]([O:30][C:31]([CH3:32])([CH3:34])[CH3:33])=[O:29])[CH2:22][CH2:21]4)[C:14]2=[O:35])(=[O:10])=[O:11])=[CH:4][CH:3]=1. The catalyst class is: 23. (10) Reactant: [F:1][C:2]1([F:25])[O:24][C:5]2=[CH:6][C:7]3[NH:11][C:10]([NH:12][C:13]([C:15]4[NH:16][CH:17]=[C:18]([N+:20]([O-])=O)[CH:19]=4)=[O:14])=[N:9][C:8]=3[CH:23]=[C:4]2[O:3]1. Product: [NH2:20][C:18]1[CH:19]=[C:15]([C:13]([NH:12][C:10]2[NH:9][C:8]3[CH:23]=[C:4]4[O:3][C:2]([F:25])([F:1])[O:24][C:5]4=[CH:6][C:7]=3[N:11]=2)=[O:14])[NH:16][CH:17]=1. The catalyst class is: 19.